Task: Predict which catalyst facilitates the given reaction.. Dataset: Catalyst prediction with 721,799 reactions and 888 catalyst types from USPTO (1) Reactant: N(C(OCC)=O)=NC(OCC)=O.C1(C)C=CC=CC=1.[CH3:20][N:21]([C@@H:29]([CH3:45])[C:30](=[O:44])[NH:31][C@H:32]1[CH2:38][O:37][C:36]2[CH:39]=[CH:40][CH:41]=[CH:42][C:35]=2[NH:34][C:33]1=[O:43])[C:22](=[O:28])[O:23][C:24]([CH3:27])([CH3:26])[CH3:25].[Cl:46][C:47]1[N:48]([C:58]2[CH:65]=[CH:64][CH:63]=[CH:62][C:59]=2[C:60]#[N:61])[C:49]2[C:54]([C:55]=1[CH2:56]O)=[CH:53][CH:52]=[CH:51][CH:50]=2.C1C=CC(P(C2C=CC=CC=2)C2C=CC=CC=2)=CC=1. Product: [Cl:46][C:47]1[N:48]([C:58]2[CH:65]=[CH:64][CH:63]=[CH:62][C:59]=2[C:60]#[N:61])[C:49]2[C:54]([C:55]=1[CH2:56][N:34]1[C:33](=[O:43])[C@@H:32]([NH:31][C:30](=[O:44])[C@@H:29]([N:21]([CH3:20])[C:22](=[O:28])[O:23][C:24]([CH3:27])([CH3:25])[CH3:26])[CH3:45])[CH2:38][O:37][C:36]3[CH:39]=[CH:40][CH:41]=[CH:42][C:35]1=3)=[CH:53][CH:52]=[CH:51][CH:50]=2. The catalyst class is: 36. (2) Reactant: C([O-])([O-])=O.[Na+].[Na+].C[O:8][C:9]([C:11]1[CH:16]=[N:15][C:14](Cl)=[CH:13][N:12]=1)=[O:10].CC1(C)C(C)(C)OB([C:26]2[O:30][C:29]([Si](C(C)C)(C(C)C)C(C)C)=[N:28][CH:27]=2)O1. Product: [O:30]1[C:26]([C:14]2[N:15]=[CH:16][C:11]([C:9]([OH:8])=[O:10])=[N:12][CH:13]=2)=[CH:27][N:28]=[CH:29]1. The catalyst class is: 9. (3) Reactant: [C:1]([O:5][C:6]([N:8]1[CH2:13][CH2:12][CH:11]([NH:14][CH:15]2[CH2:20][CH2:19][CH2:18][CH2:17][CH2:16]2)[CH2:10][CH:9]1[CH2:21][CH3:22])=[O:7])([CH3:4])([CH3:3])[CH3:2].Br[CH2:24][C:25]1[CH:30]=[C:29]([C:31]([F:34])([F:33])[F:32])[CH:28]=[C:27]([C:35]([F:38])([F:37])[F:36])[CH:26]=1.C(=O)([O-])[O-].[K+].[K+].[I-].[Na+]. Product: [C:1]([O:5][C:6]([N:8]1[CH2:13][CH2:12][CH:11]([N:14]([CH2:24][C:25]2[CH:26]=[C:27]([C:35]([F:37])([F:38])[F:36])[CH:28]=[C:29]([C:31]([F:32])([F:33])[F:34])[CH:30]=2)[CH:15]2[CH2:20][CH2:19][CH2:18][CH2:17][CH2:16]2)[CH2:10][CH:9]1[CH2:21][CH3:22])=[O:7])([CH3:4])([CH3:3])[CH3:2]. The catalyst class is: 9. (4) Reactant: [NH2:1][C:2]1[C:3]([O:8][CH:9]2[CH2:13][CH2:12][N:11]([C:14]([O:16][C:17]([CH3:20])([CH3:19])[CH3:18])=[O:15])[CH2:10]2)=[N:4][CH:5]=[N:6][CH:7]=1.[F:21][C:22]1[CH:27]=[CH:26][CH:25]=[C:24]([F:28])[C:23]=1[C:29]1[S:30][CH:31]=[C:32]([C:34](O)=[O:35])[N:33]=1.CN(C(ON1N=NC2C=CC=NC1=2)=[N+](C)C)C.F[P-](F)(F)(F)(F)F.CCN(C(C)C)C(C)C. Product: [F:21][C:22]1[CH:27]=[CH:26][CH:25]=[C:24]([F:28])[C:23]=1[C:29]1[S:30][CH:31]=[C:32]([C:34]([NH:1][C:2]2[C:3]([O:8][CH:9]3[CH2:13][CH2:12][N:11]([C:14]([O:16][C:17]([CH3:20])([CH3:19])[CH3:18])=[O:15])[CH2:10]3)=[N:4][CH:5]=[N:6][CH:7]=2)=[O:35])[N:33]=1. The catalyst class is: 39. (5) Reactant: [O:1]1[C:5]2[CH:6]=[CH:7][C:8]([C:10](=O)[CH2:11][C:12]([O:14]CC)=O)=[CH:9][C:4]=2[O:3][CH2:2]1.CC1C=CC(S(O)(=O)=O)=CC=1.[CH2:29]([NH:31][C:32]1[C:36]([C:37]2[CH:42]=[CH:41][CH:40]=[CH:39][N:38]=2)=[C:35]([NH2:43])[NH:34][N:33]=1)[CH3:30]. Product: [O:1]1[C:5]2[CH:6]=[CH:7][C:8]([C:10]3[NH:43][C:35]4[N:34]([N:33]=[C:32]([NH:31][CH2:29][CH3:30])[C:36]=4[C:37]4[CH:42]=[CH:41][CH:40]=[CH:39][N:38]=4)[C:12](=[O:14])[CH:11]=3)=[CH:9][C:4]=2[O:3][CH2:2]1. The catalyst class is: 114. (6) Reactant: Br[C:2]1[CH:7]=[CH:6][C:5]([S:8]([NH:11][C:12]2[CH:17]=[CH:16][N:15]=[CH:14][N:13]=2)(=[O:10])=[O:9])=[CH:4][CH:3]=1.[CH3:18][C@@H:19]1[CH2:24][NH:23][CH2:22][CH2:21][NH:20]1.O(C(C)(C)C)[Na]. Product: [CH3:18][C@H:19]1[NH:20][CH2:21][CH2:22][N:23]([C:2]2[CH:7]=[CH:6][C:5]([S:8]([NH:11][C:12]3[CH:17]=[CH:16][N:15]=[CH:14][N:13]=3)(=[O:10])=[O:9])=[CH:4][CH:3]=2)[CH2:24]1. The catalyst class is: 11. (7) Reactant: Cl[C:2]1[N:3]=[C:4]([OH:12])[C:5]2[CH:11]=[CH:10][N:9]=[CH:8][C:6]=2[N:7]=1.[CH3:13][N:14]([C:22]1[CH:27]=[CH:26][CH:25]=[CH:24][N:23]=1)[C:15]1[CH:20]=[CH:19][C:18]([OH:21])=[CH:17][CH:16]=1.C([O-])([O-])=O.[Cs+].[Cs+]. Product: [CH3:13][N:14]([C:22]1[CH:27]=[CH:26][CH:25]=[CH:24][N:23]=1)[C:15]1[CH:16]=[CH:17][C:18]([O:21][C:2]2[N:3]=[C:4]([OH:12])[C:5]3[CH:11]=[CH:10][N:9]=[CH:8][C:6]=3[N:7]=2)=[CH:19][CH:20]=1. The catalyst class is: 122. (8) Reactant: [CH2:1]([NH2:13])[CH2:2][CH2:3][CH2:4][CH2:5][CH2:6][CH2:7][CH2:8][CH2:9][CH2:10][CH2:11][CH3:12].[Li]CCCC.C([O:21][C:22](=O)[C:23]1[CH:28]=[C:27]([C:29]2[CH:34]=[CH:33][CH:32]=[C:31]([Cl:35])[CH:30]=2)[C:26]([O:36][CH2:37][CH2:38][OH:39])=[C:25]([C:40]2[CH:45]=[CH:44][CH:43]=[C:42]([Cl:46])[CH:41]=2)[CH:24]=1)C. Product: [CH2:1]([NH:13][C:22](=[O:21])[C:23]1[CH:24]=[C:25]([C:40]2[CH:45]=[CH:44][CH:43]=[C:42]([Cl:46])[CH:41]=2)[C:26]([O:36][CH2:37][CH2:38][OH:39])=[C:27]([C:29]2[CH:34]=[CH:33][CH:32]=[C:31]([Cl:35])[CH:30]=2)[CH:28]=1)[CH2:2][CH2:3][CH2:4][CH2:5][CH2:6][CH2:7][CH2:8][CH2:9][CH2:10][CH2:11][CH3:12]. The catalyst class is: 1. (9) Reactant: [OH:1][C:2]1[CH:28]=[CH:27][C:5]([O:6][C:7]2[CH:8]=[C:9]([CH:24]=[CH:25][CH:26]=2)[CH:10]=[C:11]2[CH2:16][CH2:15][N:14]([C:17]([O:19][C:20]([CH3:23])([CH3:22])[CH3:21])=[O:18])[CH2:13][CH2:12]2)=[CH:4][CH:3]=1.C(=O)([O-])[O-].[K+].[K+].I[CH2:36][C:37]([F:40])([F:39])[F:38]. Product: [F:38][C:37]([F:40])([F:39])[CH2:36][O:1][C:2]1[CH:3]=[CH:4][C:5]([O:6][C:7]2[CH:8]=[C:9]([CH:24]=[CH:25][CH:26]=2)[CH:10]=[C:11]2[CH2:16][CH2:15][N:14]([C:17]([O:19][C:20]([CH3:21])([CH3:22])[CH3:23])=[O:18])[CH2:13][CH2:12]2)=[CH:27][CH:28]=1. The catalyst class is: 9.